This data is from Forward reaction prediction with 1.9M reactions from USPTO patents (1976-2016). The task is: Predict the product of the given reaction. Given the reactants [NH2:1][C@H:2]([CH2:19][CH:20]([CH3:22])[CH3:21])[C:3]([NH:5][C:6]1[CH:11]=[CH:10][C:9]([C:12]2[O:16][CH:15]=[N:14][CH:13]=2)=[C:8]([O:17]C)[CH:7]=1)=[O:4].B(Br)(Br)Br.C([O-])(O)=O.[Na+].C(O)(C(F)(F)F)=O, predict the reaction product. The product is: [NH2:1][C@H:2]([CH2:19][CH:20]([CH3:22])[CH3:21])[C:3]([NH:5][C:6]1[CH:11]=[CH:10][C:9]([C:12]2[O:16][CH:15]=[N:14][CH:13]=2)=[C:8]([OH:17])[CH:7]=1)=[O:4].